This data is from Reaction yield outcomes from USPTO patents with 853,638 reactions. The task is: Predict the reaction yield, written as a fraction of the theoretical maximum amount of product (1.0 means a 100% yield; for example, 0.34 means a 34% yield). (1) The reactants are [C:1]([N:4]1[C:13]2[C:8](=[CH:9][C:10](B3OC(C)(C)C(C)(C)O3)=[CH:11][CH:12]=2)[C@H:7]([NH:23][C:24](=[O:29])[O:25][CH:26]([CH3:28])[CH3:27])[CH2:6][C@@H:5]1[CH3:30])(=[O:3])[CH3:2].Br[C:32]1[S:33][C:34]([CH:37]=[O:38])=[CH:35][N:36]=1.C(=O)(O)[O-].[Na+]. The catalyst is COCCOC.C1C=CC([P]([Pd]([P](C2C=CC=CC=2)(C2C=CC=CC=2)C2C=CC=CC=2)([P](C2C=CC=CC=2)(C2C=CC=CC=2)C2C=CC=CC=2)[P](C2C=CC=CC=2)(C2C=CC=CC=2)C2C=CC=CC=2)(C2C=CC=CC=2)C2C=CC=CC=2)=CC=1. The product is [C:1]([N:4]1[C:13]2[C:8](=[CH:9][C:10]([C:32]3[S:33][C:34]([CH:37]=[O:38])=[CH:35][N:36]=3)=[CH:11][CH:12]=2)[C@H:7]([NH:23][C:24](=[O:29])[O:25][CH:26]([CH3:27])[CH3:28])[CH2:6][C@@H:5]1[CH3:30])(=[O:3])[CH3:2]. The yield is 1.00. (2) The reactants are [F:1][C:2]([F:27])([F:26])[O:3][CH:4]1[CH2:7][N:6]([C:8]2[N:13]=[CH:12][N:11]=[C:10]([CH2:14][N:15]3C(=O)C4C(=CC=CC=4)C3=O)[CH:9]=2)[CH2:5]1.O.NN. The catalyst is CO. The product is [F:27][C:2]([F:1])([F:26])[O:3][CH:4]1[CH2:5][N:6]([C:8]2[N:13]=[CH:12][N:11]=[C:10]([CH2:14][NH2:15])[CH:9]=2)[CH2:7]1. The yield is 0.840. (3) The reactants are [NH2:1][C@@H:2]([CH2:7][CH2:8]Br)[C:3]([O:5][CH3:6])=[O:4].C(N(CC)C(C)C)(C)C.[C:19]([O:23][C:24]([O:26]C(OC(C)(C)C)=O)=O)([CH3:22])([CH3:21])[CH3:20].[I-:34].[Na+]. The catalyst is C1COCC1. The product is [C:19]([O:23][C:24]([NH:1][C@@H:2]([CH2:7][CH2:8][I:34])[C:3]([O:5][CH3:6])=[O:4])=[O:26])([CH3:22])([CH3:21])[CH3:20]. The yield is 0.600. (4) The reactants are P([O-])([O-])([O-])=O.[K+].[K+].[K+].C([O:12][C:13](=[O:24])[CH2:14][CH:15]([NH2:23])[C:16]1[CH:21]=[CH:20][C:19]([CH3:22])=[CH:18][CH:17]=1)CC. The catalyst is CC(C)=O. The product is [NH2:23][CH:15]([C:16]1[CH:17]=[CH:18][C:19]([CH3:22])=[CH:20][CH:21]=1)[CH2:14][C:13]([OH:24])=[O:12]. The yield is 0.450.